Task: Predict the reactants needed to synthesize the given product.. Dataset: Full USPTO retrosynthesis dataset with 1.9M reactions from patents (1976-2016) (1) Given the product [NH2:21][C:18]1[O:19][CH2:20][C:16]2([C:15]3[C:10](=[N:11][CH:12]=[C:13]([C:27]#[C:26][C:24]([CH3:25])([OH:28])[CH3:23])[CH:14]=3)[O:9][C:5]3[C:4]2=[CH:3][C:2]([Br:1])=[C:7]([F:8])[CH:6]=3)[N:17]=1, predict the reactants needed to synthesize it. The reactants are: [Br:1][C:2]1[CH:3]=[C:4]2[C:16]3([CH2:20][O:19][C:18]([NH2:21])=[N:17]3)[C:15]3[C:10](=[N:11][CH:12]=[C:13](I)[CH:14]=3)[O:9][C:5]2=[CH:6][C:7]=1[F:8].[CH3:23][C:24]([OH:28])([C:26]#[CH:27])[CH3:25]. (2) The reactants are: [CH3:1][O:2][C:3]1[N:8]=[C:7]([C:9]2[CH:14]=[CH:13][C:12]([CH3:15])=[CH:11][CH:10]=2)[C:6]([N:16]2[CH2:21][CH2:20][N:19](C(OCC)=O)[CH:18]([C:27]3[CH:32]=[CH:31][C:30]([O:33][CH3:34])=[CH:29][CH:28]=3)[CH2:17]2)=[CH:5][CH:4]=1.[OH-].[Na+]. Given the product [CH3:1][O:2][C:3]1[N:8]=[C:7]([C:9]2[CH:10]=[CH:11][C:12]([CH3:15])=[CH:13][CH:14]=2)[C:6]([N:16]2[CH2:21][CH2:20][NH:19][CH:18]([C:27]3[CH:28]=[CH:29][C:30]([O:33][CH3:34])=[CH:31][CH:32]=3)[CH2:17]2)=[CH:5][CH:4]=1, predict the reactants needed to synthesize it.